The task is: Predict the reaction yield, written as a fraction of the theoretical maximum amount of product (1.0 means a 100% yield; for example, 0.34 means a 34% yield).. This data is from Reaction yield outcomes from USPTO patents with 853,638 reactions. (1) The reactants are [CH3:1][N:2]1[C:7]([C:8]([F:11])([F:10])[F:9])=[CH:6][C:5](=[O:12])[N:4]([C:13]2[CH:14]=[CH:15][C:16]3[S:20][N:19]=[C:18]([CH:21]=O)[C:17]=3[CH:23]=2)[C:3]1=[O:24].[NH2:25][CH2:26][CH2:27][SH:28].C(N(CC)CC)C.[C:36](Cl)(=[O:38])[CH3:37]. The catalyst is O.O1CCCC1.C(O)C. The product is [C:36]([N:25]1[CH2:26][CH2:27][S:28][CH:21]1[C:18]1[C:17]2[CH:23]=[C:13]([N:4]3[C:5](=[O:12])[CH:6]=[C:7]([C:8]([F:10])([F:11])[F:9])[N:2]([CH3:1])[C:3]3=[O:24])[CH:14]=[CH:15][C:16]=2[S:20][N:19]=1)(=[O:38])[CH3:37]. The yield is 0.933. (2) The reactants are [C:1]([O:5][C:6]([N:8]1[CH2:13][CH2:12][CH:11]([NH:14][C:15]2[CH:20]=[CH:19][C:18]([Cl:21])=[CH:17][C:16]=2[CH2:22][CH2:23][C:24]([O:26]CC)=[O:25])[CH2:10][CH2:9]1)=[O:7])([CH3:4])([CH3:3])[CH3:2].[OH-].[Na+]. The catalyst is CO.O. The product is [C:1]([O:5][C:6]([N:8]1[CH2:13][CH2:12][CH:11]([NH:14][C:15]2[CH:20]=[CH:19][C:18]([Cl:21])=[CH:17][C:16]=2[CH2:22][CH2:23][C:24]([OH:26])=[O:25])[CH2:10][CH2:9]1)=[O:7])([CH3:4])([CH3:2])[CH3:3]. The yield is 0.730. (3) The product is [NH2:11][C:12]1[C:17]([F:18])=[CH:16][C:15]([Cl:19])=[CH:14][C:13]=1[C:20]([OH:25])([C:5]#[C:4][CH:1]1[CH2:3][CH2:2]1)[C:21]([F:22])([F:23])[F:24]. The reactants are [CH:1]1([C:4]#[CH:5])[CH2:3][CH2:2]1.[Li]CCCC.[NH2:11][C:12]1[C:17]([F:18])=[CH:16][C:15]([Cl:19])=[CH:14][C:13]=1[C:20](=[O:25])[C:21]([F:24])([F:23])[F:22]. The yield is 0.490. The catalyst is C1(C)C=CC=CC=1.C1COCC1. (4) The reactants are O1C2C=CC(N)=CC=2OC1.[H-].[Na+].CC1C=CC(S([O:23][CH2:24][CH2:25][C:26]([CH3:61])([CH3:60])[CH2:27][CH2:28][O:29][C:30]2[CH:35]=[CH:34][CH:33]=[CH:32][C:31]=2[C:36]2[N:37]=[CH:38][N:39](C(C3C=CC=CC=3)(C3C=CC=CC=3)C3C=CC=CC=3)[CH:40]=2)(=O)=O)=CC=1. The catalyst is CN(C)C=O.CO.C(O)(=O)C. The product is [NH:39]1[CH:40]=[C:36]([C:31]2[CH:32]=[CH:33][CH:34]=[CH:35][C:30]=2[O:29][CH2:28][CH2:27][C:26]([CH3:60])([CH3:61])[CH2:25][CH2:24][OH:23])[N:37]=[CH:38]1. The yield is 0.0700. (5) The yield is 0.149. The product is [CH3:30][O:29][C:26]1[CH:27]=[CH:28][C:23]([S:20]([N:17]2[CH2:16][CH2:15][N:14]([CH:12]([C:7]3[N:6]([CH3:31])[C:5](=[O:32])[C:4]4[C:9](=[CH:10][CH:11]=[C:2]([NH:1][C:33](=[O:35])[CH3:34])[CH:3]=4)[N:8]=3)[CH3:13])[CH2:19][CH2:18]2)(=[O:22])=[O:21])=[CH:24][CH:25]=1. The reactants are [NH2:1][C:2]1[CH:3]=[C:4]2[C:9](=[CH:10][CH:11]=1)[N:8]=[C:7]([CH:12]([N:14]1[CH2:19][CH2:18][N:17]([S:20]([C:23]3[CH:28]=[CH:27][C:26]([O:29][CH3:30])=[CH:25][CH:24]=3)(=[O:22])=[O:21])[CH2:16][CH2:15]1)[CH3:13])[N:6]([CH3:31])[C:5]2=[O:32].[C:33](Cl)(=[O:35])[CH3:34]. The catalyst is CN(C=O)C. (6) The reactants are [Na].[C:2]([O:10][CH2:11][CH3:12])(=[O:9])[CH2:3][C:4]([O:6][CH2:7][CH3:8])=[O:5].[CH3:13]I. The catalyst is C(O)C. The product is [CH2:11]([O:10][C:2](=[O:9])[CH:3]([CH3:13])[C:4]([O:6][CH2:7][CH3:8])=[O:5])[CH3:12]. The yield is 0.714. (7) The reactants are Cl[C:2]1[N:3]=[N:4][C:5]([C:8]([F:11])([F:10])[F:9])=[CH:6][CH:7]=1.[OH-].[NH4+:13]. The catalyst is C1COCC1. The product is [F:9][C:8]([F:11])([F:10])[C:5]1[N:4]=[N:3][C:2]([NH2:13])=[CH:7][CH:6]=1. The yield is 0.930. (8) The reactants are [Cl:1][C:2]1[CH:7]=[CH:6][CH:5]=[CH:4][C:3]=1[C:8]1[C:18]2[O:17][CH2:16][CH2:15][N:14](C(OC(C)(C)C)=O)[CH2:13][C:12]=2[CH:11]=[CH:10][CH:9]=1.C(OCC)(=O)C.Cl. The catalyst is C(OCC)(=O)C. The product is [ClH:1].[Cl:1][C:2]1[CH:7]=[CH:6][CH:5]=[CH:4][C:3]=1[C:8]1[C:18]2[O:17][CH2:16][CH2:15][NH:14][CH2:13][C:12]=2[CH:11]=[CH:10][CH:9]=1. The yield is 0.743. (9) The reactants are [SH2:1].[Cl:2][C:3]1[CH:8]=[CH:7][C:6]([C:9](=[O:12])[C:10]#[N:11])=[CH:5][CH:4]=1.C(N(CC)CC)C. The catalyst is C(OCC)C. The product is [O:12]=[C:9]([C:6]1[CH:5]=[CH:4][C:3]([Cl:2])=[CH:8][CH:7]=1)[C:10]([NH2:11])=[S:1]. The yield is 0.950. (10) The product is [Br:1][C:2]1[CH:17]=[CH:16][C:5]2[N:6]3[CH:45]=[CH:46][C:47](=[O:49])[CH2:48][CH:7]3[C:8]3[CH:15]=[CH:14][CH:13]=[CH:12][C:9]=3[CH:10]([CH3:11])[C:4]=2[CH:3]=1. The yield is 0.410. The reactants are [Br:1][C:2]1[CH:17]=[CH:16][C:5]2[N:6]=[CH:7][C:8]3[CH:15]=[CH:14][CH:13]=[CH:12][C:9]=3[CH:10]([CH3:11])[C:4]=2[CH:3]=1.[O-]S(C(F)(F)F)(=O)=O.[Yb+3].[O-]S(C(F)(F)F)(=O)=O.[O-]S(C(F)(F)F)(=O)=O.CO/[CH:45]=[CH:46]/[C:47]([O:49][Si](C)(C)C)=[CH2:48]. No catalyst specified.